This data is from Full USPTO retrosynthesis dataset with 1.9M reactions from patents (1976-2016). The task is: Predict the reactants needed to synthesize the given product. (1) Given the product [C:21]([N-:20][O:19][SiH:18]([CH3:25])[CH3:1])([CH3:24])([CH3:23])[CH3:22].[NH:27]1[CH2:34][CH2:33][CH2:32][C@H:28]1[C:29]([OH:31])=[O:30], predict the reactants needed to synthesize it. The reactants are: [C:1]([Si:18](C)([CH3:25])[O:19][N-:20][C:21]([CH3:24])([CH3:23])[CH3:22])(OCC1C2C(=CC=CC=2)C2C1=CC=CC=2)=O.[NH:27]1[CH2:34][CH2:33][CH2:32][C@H:28]1[C:29]([OH:31])=[O:30].C(#N)C.N1CCCCC1.C(Cl)Cl. (2) Given the product [CH2:3]([O:5][C:6](=[O:16])[CH2:7][CH:33]1[CH2:34][CH2:35][CH:30]([CH:27]2[CH2:26][CH2:25][CH:24]([CH2:19][CH2:20][CH2:21][CH2:22][CH3:23])[CH2:29][CH2:28]2)[CH2:31][CH2:32]1)[CH3:4], predict the reactants needed to synthesize it. The reactants are: [H-].[Na+].[CH2:3]([O:5][C:6](=[O:16])[CH2:7]P(OCC)(OCC)=O)[CH3:4].[H][H].[CH2:19]([CH:24]1[CH2:29][CH2:28][CH:27]([CH:30]2[CH2:35][CH2:34][C:33](=O)[CH2:32][CH2:31]2)[CH2:26][CH2:25]1)[CH2:20][CH2:21][CH2:22][CH3:23]. (3) Given the product [F:24][C:16]1[C:17]([O:22][CH3:23])=[CH:18][C:5]([O:6][CH3:7])=[C:14]([F:13])[C:15]=1[N:25]1[CH2:26][C:27]2[CH:32]=[N:31][C:30]3[NH:33][CH:34]=[CH:35][C:29]=3[C:28]=2[N:36]([CH3:37])[C:50]1=[O:49], predict the reactants needed to synthesize it. The reactants are: ClC(Cl)(O[C:5](=O)[O:6][C:7](Cl)(Cl)Cl)Cl.[F:13][C:14]1C(OC)=[CH:18][C:17]([O:22][CH3:23])=[C:16]([F:24])[C:15]=1[NH:25][CH2:26][C:27]1[CH:32]=[N:31][C:30]2[NH:33][CH:34]=[CH:35][C:29]=2[C:28]=1[NH:36][CH3:37].C(N(CC)CC)C.[OH-].[Na+].[NH4+].[Cl-].[O:49]1CCC[CH2:50]1. (4) Given the product [C:1](=[O:6])([O:4][C:5]1[CH:11]=[CH:12][CH:7]=[CH:8][CH:9]=1)[O:2][CH3:3], predict the reactants needed to synthesize it. The reactants are: [C:1](=[O:6])([O:4][CH3:5])[O:2][CH3:3].[C:7]1(O)[CH:12]=[CH:11]C=[CH:9][CH:8]=1. (5) Given the product [CH3:54][N:53]([O:52][CH3:48])[C:33]([C:30]1[N:31]=[CH:32][N:25]2[C:24]3[CH:23]=[CH:22][CH:21]=[C:20]([CH2:19][CH2:18][N:15]4[CH2:16][CH2:17][N:12]([C:8]5[CH:7]=[CH:6][CH:5]=[C:4]6[C:9]=5[CH:10]=[CH:11][C:2]([CH3:1])=[N:3]6)[CH2:13][CH2:14]4)[C:29]=3[O:28][CH2:27][C:26]=12)=[O:35], predict the reactants needed to synthesize it. The reactants are: [CH3:1][C:2]1[CH:11]=[CH:10][C:9]2[C:4](=[CH:5][CH:6]=[CH:7][C:8]=2[N:12]2[CH2:17][CH2:16][N:15]([CH2:18][CH2:19][C:20]3[C:29]4[O:28][CH2:27][C:26]5=[C:30]([C:33]([OH:35])=O)[N:31]=[CH:32][N:25]5[C:24]=4[CH:23]=[CH:22][CH:21]=3)[CH2:14][CH2:13]2)[N:3]=1.CCN(C(C)C)C(C)C.CN([C:48]([O:52][N:53]1N=NC2C=CC=C[C:54]1=2)=[N+](C)C)C.[B-](F)(F)(F)F.